From a dataset of Forward reaction prediction with 1.9M reactions from USPTO patents (1976-2016). Predict the product of the given reaction. (1) Given the reactants [F:1][C:2]([F:20])([F:19])[C:3]1[CH:8]=[CH:7][C:6]([C:9]2[O:13][CH:12]=[N:11][C:10]=2[C:14]([O:16]CC)=[O:15])=[CH:5][CH:4]=1.[OH-].[Na+].C(OCC)(=O)C.O, predict the reaction product. The product is: [F:20][C:2]([F:1])([F:19])[C:3]1[CH:4]=[CH:5][C:6]([C:9]2[O:13][CH:12]=[N:11][C:10]=2[C:14]([OH:16])=[O:15])=[CH:7][CH:8]=1. (2) The product is: [Cl:1][C:2]1[C:10]2[O:9][CH2:8][O:7][C:6]=2[CH:5]=[CH:4][C:3]=1[C:11]([OH:13])=[O:12]. Given the reactants [Cl:1][C:2]1[C:10]2[O:9][CH2:8][O:7][C:6]=2[CH:5]=[CH:4][C:3]=1[C:11]([O:13]C)=[O:12].C1COCC1.O[Li].O.Cl, predict the reaction product. (3) Given the reactants [H-].C([Al+]CC(C)C)C(C)C.C([N:14]1[C:18]([CH:19]2[CH2:21][CH2:20]2)=[CH:17][C:16]([NH:22][C:23]2[C:28](/[CH:29]=[CH:30]/[C:31](OC)=[O:32])=[CH:27][N:26]=[C:25]([C:35]3[CH:40]=[CH:39][CH:38]=[CH:37][CH:36]=3)[N:24]=2)=[N:15]1)(=O)C.[H-].[OH-].[Na+], predict the reaction product. The product is: [CH:19]1([C:18]2[NH:14][N:15]=[C:16]([NH:22][C:23]3[C:28](/[CH:29]=[CH:30]/[CH2:31][OH:32])=[CH:27][N:26]=[C:25]([C:35]4[CH:36]=[CH:37][CH:38]=[CH:39][CH:40]=4)[N:24]=3)[CH:17]=2)[CH2:21][CH2:20]1. (4) Given the reactants [NH:1]1[CH2:6][CH2:5][NH:4][CH2:3][C:2]1=[O:7].C(N(CC)CC)C.[Cl:15][C:16]1[N:21]=[CH:20][C:19]([S:22](Cl)(=[O:24])=[O:23])=[CH:18][CH:17]=1, predict the reaction product. The product is: [Cl:15][C:16]1[N:21]=[CH:20][C:19]([S:22]([N:4]2[CH2:5][CH2:6][NH:1][C:2](=[O:7])[CH2:3]2)(=[O:24])=[O:23])=[CH:18][CH:17]=1. (5) Given the reactants [C:1]([C:5]1[CH:10]=[CH:9][C:8]([C:11]2[O:15][C:14]([C:16]3[CH:21]=[CH:20][C:19]([C:22]4[O:26][C:25]([C:27]5[CH:28]=[C:29]([CH:34]=[CH:35][CH:36]=5)[C:30]([O:32]C)=[O:31])=[N:24][N:23]=4)=[CH:18][CH:17]=3)=[N:13][N:12]=2)=[CH:7][CH:6]=1)([CH3:4])([CH3:3])[CH3:2].C1COCC1.[OH-].[Na+].Cl, predict the reaction product. The product is: [C:1]([C:5]1[CH:6]=[CH:7][C:8]([C:11]2[O:15][C:14]([C:16]3[CH:17]=[CH:18][C:19]([C:22]4[O:26][C:25]([C:27]5[CH:28]=[C:29]([CH:34]=[CH:35][CH:36]=5)[C:30]([OH:32])=[O:31])=[N:24][N:23]=4)=[CH:20][CH:21]=3)=[N:13][N:12]=2)=[CH:9][CH:10]=1)([CH3:4])([CH3:2])[CH3:3]. (6) Given the reactants CC(OI1(OC(C)=O)(OC(C)=O)OC(=O)C2C=CC=CC1=2)=O.[Br:23][C:24]1[CH:29]=[CH:28][C:27]([CH:30]([OH:35])[C:31]([F:34])([F:33])[F:32])=[C:26]([F:36])[CH:25]=1.[O-]S([O-])(=S)=O.[Na+].[Na+], predict the reaction product. The product is: [Br:23][C:24]1[CH:29]=[CH:28][C:27]([C:30](=[O:35])[C:31]([F:34])([F:33])[F:32])=[C:26]([F:36])[CH:25]=1. (7) The product is: [CH2:1]([C:5]([CH2:10][C:11]1[CH:16]=[CH:15][C:14]([O:17][CH2:20][CH:19]=[CH2:18])=[CH:13][CH:12]=1)([C:8]#[N:9])[C:6]#[N:7])[CH2:2][CH:3]=[CH2:4]. Given the reactants [CH2:1]([C:5]([CH2:10][C:11]1[CH:16]=[CH:15][C:14]([OH:17])=[CH:13][CH:12]=1)([C:8]#[N:9])[C:6]#[N:7])[CH2:2][CH:3]=[CH2:4].[CH2:18](Br)[CH:19]=[CH2:20].C(=O)([O-])[O-].[K+].[K+].O, predict the reaction product.